This data is from TCR-epitope binding with 47,182 pairs between 192 epitopes and 23,139 TCRs. The task is: Binary Classification. Given a T-cell receptor sequence (or CDR3 region) and an epitope sequence, predict whether binding occurs between them. (1) The epitope is NLWNTFTRL. The TCR CDR3 sequence is CASSLGALAGGPTDTQYF. Result: 1 (the TCR binds to the epitope). (2) The epitope is KAFSPEVIPMF. The TCR CDR3 sequence is CASSSMGGGTDTQYF. Result: 1 (the TCR binds to the epitope). (3) The epitope is SSTFNVPMEKLK. The TCR CDR3 sequence is CASSYRGLGSGGNQPQHF. Result: 1 (the TCR binds to the epitope). (4) The epitope is RIFTIGTVTLK. The TCR CDR3 sequence is CSVRQGYEQYF. Result: 0 (the TCR does not bind to the epitope). (5) The epitope is LLFNKVTLA. The TCR CDR3 sequence is CASSSPERGRGTDTQYF. Result: 0 (the TCR does not bind to the epitope).